This data is from Full USPTO retrosynthesis dataset with 1.9M reactions from patents (1976-2016). The task is: Predict the reactants needed to synthesize the given product. (1) Given the product [CH2:29]([O:31][C:32]([C:34]1([C:37]2[CH:38]=[CH:39][C:40]([C:2]3[CH:3]=[CH:4][C:5]([C:8]4[O:12][N:11]=[C:10]([CH3:13])[C:9]=4[C:14]([N:16]4[CH2:21][CH2:20][N:19]([C:22]5[CH:27]=[CH:26][CH:25]=[CH:24][C:23]=5[CH3:28])[CH2:18][CH2:17]4)=[O:15])=[CH:6][CH:7]=3)=[CH:41][CH:42]=2)[CH2:35][CH2:36]1)=[O:33])[CH3:30], predict the reactants needed to synthesize it. The reactants are: Br[C:2]1[CH:7]=[CH:6][C:5]([C:8]2[O:12][N:11]=[C:10]([CH3:13])[C:9]=2[C:14]([N:16]2[CH2:21][CH2:20][N:19]([C:22]3[CH:27]=[CH:26][CH:25]=[CH:24][C:23]=3[CH3:28])[CH2:18][CH2:17]2)=[O:15])=[CH:4][CH:3]=1.[CH2:29]([O:31][C:32]([C:34]1([C:37]2[CH:42]=[CH:41][C:40](B3OC(C)(C)C(C)(C)O3)=[CH:39][CH:38]=2)[CH2:36][CH2:35]1)=[O:33])[CH3:30].C(=O)(O)[O-].[Na+]. (2) Given the product [OH:28][CH2:27][C:15]1([C:22]([O:24][CH2:25][CH3:26])=[O:23])[C:16]2[C:21](=[CH:20][CH:19]=[CH:18][CH:17]=2)[C:13](=[O:12])[NH:14]1, predict the reactants needed to synthesize it. The reactants are: C1CCN2C(=NCCC2)CC1.[O:12]=[C:13]1[C:21]2[C:16](=[CH:17][CH:18]=[CH:19][CH:20]=2)[CH:15]([C:22]([O:24][CH2:25][CH3:26])=[O:23])[NH:14]1.[CH2:27]=[O:28].[Al]. (3) Given the product [NH:13]1[CH2:14][CH2:15][N:16]=[C:12]1[CH:7]1[C:8]2[CH:9]=[CH:10][CH:11]=[C:2]([C:17]#[N:18])[C:3]=2[CH2:4][CH2:5][O:6]1, predict the reactants needed to synthesize it. The reactants are: Cl[C:2]1[CH:11]=[CH:10][CH:9]=[C:8]2[C:3]=1[CH2:4][CH2:5][O:6][CH:7]2[C:12]1[NH:13][CH2:14][CH2:15][N:16]=1.[C:17]([Zn]C#N)#[N:18]. (4) Given the product [CH3:61][C:56]1[CH:55]=[C:54]([NH:51][C:52](=[O:53])[NH:32][C:33]2[CH:34]=[CH:35][C:36]([C:39]3[S:43][C:42]([CH2:44][CH2:45][CH2:46][C:47]([O:49][CH3:50])=[O:48])=[N:41][CH:40]=3)=[CH:37][CH:38]=2)[CH:59]=[CH:58][C:57]=1[CH3:60], predict the reactants needed to synthesize it. The reactants are: FC(F)(F)C1C=C(NC(=O)NC2C=CC(C3SC(CCC(OC)=O)=NC=3)=CC=2)C=CC=1.[NH2:32][C:33]1[CH:38]=[CH:37][C:36]([C:39]2[S:43][C:42]([CH2:44][CH2:45][CH2:46][C:47]([O:49][CH3:50])=[O:48])=[N:41][CH:40]=2)=[CH:35][CH:34]=1.[N:51]([C:54]1[CH:59]=[CH:58][C:57]([CH3:60])=[C:56]([CH3:61])[CH:55]=1)=[C:52]=[O:53]. (5) Given the product [CH3:1][O:2][C:3]1[CH:8]=[CH:7][C:6]([C:9]#[C:10][C:11]2[CH:18]=[CH:17][C:14]([CH2:15][NH:19][C:20]3[CH:21]=[CH:22][C:23]4[O:28][C:27]([CH3:29])([CH3:30])[O:26][C:25](=[O:31])[C:24]=4[CH:32]=3)=[CH:13][CH:12]=2)=[CH:5][CH:4]=1, predict the reactants needed to synthesize it. The reactants are: [CH3:1][O:2][C:3]1[CH:8]=[CH:7][C:6]([C:9]#[C:10][C:11]2[CH:18]=[CH:17][C:14]([CH:15]=O)=[CH:13][CH:12]=2)=[CH:5][CH:4]=1.[NH2:19][C:20]1[CH:21]=[CH:22][C:23]2[O:28][C:27]([CH3:30])([CH3:29])[O:26][C:25](=[O:31])[C:24]=2[CH:32]=1. (6) Given the product [CH3:35][NH:37][C:5]([NH:22][C:18]1[CH:19]=[C:20]2[C:15](=[C:16]3[CH2:25][C:24]([CH3:26])([CH3:27])[O:23][C:17]=13)[C:14]([C:28]1[CH:29]=[CH:30][CH:31]=[CH:32][CH:33]=1)=[N:13][C:12]([CH3:34])([CH3:11])[CH2:21]2)=[O:4], predict the reactants needed to synthesize it. The reactants are: ClC([O:4][C:5]1C=CC=CC=1)=O.[CH3:11][C:12]1([CH3:34])[CH2:21][C:20]2[C:15](=[C:16]3[CH2:25][C:24]([CH3:27])([CH3:26])[O:23][C:17]3=[C:18]([NH2:22])[CH:19]=2)[C:14]([C:28]2[CH:33]=[CH:32][CH:31]=[CH:30][CH:29]=2)=[N:13]1.[CH2:35]([N:37](CC)CC)C.Cl.CN.